The task is: Predict the reactants needed to synthesize the given product.. This data is from Full USPTO retrosynthesis dataset with 1.9M reactions from patents (1976-2016). (1) Given the product [Br:42][C:27]1[C:28]([NH:30][CH2:31][C:32]2[CH:37]=[CH:36][C:35]([C:38]([F:41])([F:39])[F:40])=[CH:34][CH:33]=2)=[N:29][C:24]([NH:23][C:20]2[CH:21]=[C:22]3[C:17](=[CH:18][CH:19]=2)[NH:16][CH:15]=[C:14]3[C:11]2[CH2:12][CH2:13][NH:8][CH2:9][CH:10]=2)=[N:25][CH:26]=1, predict the reactants needed to synthesize it. The reactants are: C(OC([N:8]1[CH2:13][CH:12]=[C:11]([C:14]2[C:22]3[C:17](=[CH:18][CH:19]=[C:20]([NH:23][C:24]4[N:29]=[C:28]([NH:30][CH2:31][C:32]5[CH:37]=[CH:36][C:35]([C:38]([F:41])([F:40])[F:39])=[CH:34][CH:33]=5)[C:27]([Br:42])=[CH:26][N:25]=4)[CH:21]=3)[NH:16][CH:15]=2)[CH2:10][CH2:9]1)=O)(C)(C)C.FC(F)(F)C(O)=O. (2) Given the product [NH2:16][C:7]1[CH:8]=[C:9]([C:12]([F:13])([F:14])[F:15])[CH:10]=[CH:11][C:6]=1[N:4]1[CH2:5][C:2]([CH3:1])([CH3:20])[C:3]1=[O:19], predict the reactants needed to synthesize it. The reactants are: [CH3:1][C:2]1([CH3:20])[CH2:5][N:4]([C:6]2[CH:11]=[CH:10][C:9]([C:12]([F:15])([F:14])[F:13])=[CH:8][C:7]=2[N+:16]([O-])=O)[C:3]1=[O:19]. (3) Given the product [NH2:29][C:26]1[CH:25]=[CH:24][C:23]([CH2:22][C@@H:4]([C:3]([OH:30])=[O:2])[NH:5][C:6]([C:8]2([CH2:13][C:14]3[CH:15]=[CH:16][C:17]([O:20][CH3:21])=[CH:18][CH:19]=3)[CH2:12][CH2:11][CH2:10][CH2:9]2)=[O:7])=[CH:28][CH:27]=1, predict the reactants needed to synthesize it. The reactants are: C[O:2][C:3](=[O:30])[C@H:4]([CH2:22][C:23]1[CH:28]=[CH:27][C:26]([NH2:29])=[CH:25][CH:24]=1)[NH:5][C:6]([C:8]1([CH2:13][C:14]2[CH:19]=[CH:18][C:17]([O:20][CH3:21])=[CH:16][CH:15]=2)[CH2:12][CH2:11][CH2:10][CH2:9]1)=[O:7].O.[OH-].[Li+]. (4) Given the product [CH3:24][O:25][C:26](=[O:59])[NH:27][CH:28]([C:32]([N:34]1[CH2:38][CH2:37][CH2:36][CH:35]1[C:39]1[NH:40][C:41]([C:44]2[CH:45]=[CH:46][C:47]([C:19]3[CH:20]=[CH:21][C:16]([C:14](=[O:15])[CH2:13][NH:12][C:11]([O:10][C:6]([CH3:9])([CH3:8])[CH3:7])=[O:23])=[CH:17][CH:18]=3)=[CH:48][CH:49]=2)=[CH:42][N:43]=1)=[O:33])[CH:29]([CH3:31])[CH3:30], predict the reactants needed to synthesize it. The reactants are: COC(=O)N.[C:6]([O:10][C:11](=[O:23])[NH:12][CH2:13][C:14]([C:16]1[CH:21]=[CH:20][C:19](Br)=[CH:18][CH:17]=1)=[O:15])([CH3:9])([CH3:8])[CH3:7].[CH3:24][O:25][C:26](=[O:59])[NH:27][CH:28]([C:32]([N:34]1[CH2:38][CH2:37][CH2:36][CH:35]1[C:39]1[NH:40][C:41]([C:44]2[CH:49]=[CH:48][C:47](B3OC(C)(C)C(C)(C)O3)=[CH:46][CH:45]=2)=[CH:42][N:43]=1)=[O:33])[CH:29]([CH3:31])[CH3:30].C(=O)([O-])[O-].[K+].[K+]. (5) Given the product [C:1]1([C:6]([NH:12][CH2:10][CH3:11])=[O:8])[CH2:5][CH2:4][CH2:3][CH:2]=1, predict the reactants needed to synthesize it. The reactants are: [C:1]1([C:6]([OH:8])=O)[CH2:5][CH2:4][CH2:3][CH:2]=1.[Cl-].[CH2:10]([NH2:12])[CH3:11]. (6) Given the product [Cl:1][C:2]1[N:7]=[C:6]2[N:8]([CH2:27][O:26][CH2:25][CH2:24][Si:23]([CH3:30])([CH3:29])[CH3:22])[CH:9]=[C:10]([C:11]#[N:12])[C:5]2=[C:4]([C:13]2[CH:14]=[N:15][CH:16]=[C:17]([CH3:19])[CH:18]=2)[CH:3]=1, predict the reactants needed to synthesize it. The reactants are: [Cl:1][C:2]1[N:7]=[C:6]2[NH:8][CH:9]=[C:10]([C:11]#[N:12])[C:5]2=[C:4]([C:13]2[CH:14]=[N:15][CH:16]=[C:17]([CH3:19])[CH:18]=2)[CH:3]=1.[H-].[Na+].[CH3:22][Si:23]([CH3:30])([CH3:29])[CH2:24][CH2:25][O:26][CH2:27]Cl.O. (7) Given the product [C:2]([C:7]1[O:11][C:10]([CH2:12][N:13]2[N:17]=[C:16]([NH:18][C:27](=[O:28])/[CH:26]=[CH:25]/[C:22]3[CH:23]=[CH:24][C:19]([CH3:30])=[CH:20][CH:21]=3)[CH:15]=[N:14]2)=[CH:9][CH:8]=1)(=[O:6])[CH3:1], predict the reactants needed to synthesize it. The reactants are: [CH3:1][C:2]1([C:7]2[O:11][C:10]([CH2:12][N:13]3[N:17]=[C:16]([NH2:18])[CH:15]=[N:14]3)=[CH:9][CH:8]=2)[O:6]CCO1.[C:19]1([CH3:30])[CH:24]=[CH:23][C:22](/[CH:25]=[CH:26]/[C:27](O)=[O:28])=[CH:21][CH:20]=1. (8) Given the product [C:12]([O:11][C:9]([N:16]1[CH2:21][CH2:20][N:19]([C:5]2[CH:4]=[N:3][C:2]([Cl:1])=[CH:7][CH:6]=2)[CH2:18][CH2:17]1)=[O:10])([CH3:15])([CH3:13])[CH3:14], predict the reactants needed to synthesize it. The reactants are: [Cl:1][C:2]1[CH:7]=[CH:6][C:5](Br)=[CH:4][N:3]=1.[C:9]([N:16]1[CH2:21][CH2:20][NH:19][CH2:18][CH2:17]1)([O:11][C:12]([CH3:15])([CH3:14])[CH3:13])=[O:10].CC(C)([O-])C.[Na+].CC1(C)C2C=CC=C(P(C3C=CC=CC=3)C3C=CC=CC=3)C=2OC2C1=CC=CC=2P(C1C=CC=CC=1)C1C=CC=CC=1. (9) Given the product [NH2:1][C@H:2]([C:5]([OH:7])=[O:6])[CH2:3][NH2:4].[OH:40][C:34]([C:36]([F:39])([F:38])[F:37])=[O:35].[C:15]([N:25]1[CH2:30][CH2:29][N:28]([CH2:31][CH2:32][NH2:33])[CH2:27][CH2:26]1)([O:17][CH2:18][C:19]1[CH:20]=[CH:21][CH:22]=[CH:23][CH:24]=1)=[O:16], predict the reactants needed to synthesize it. The reactants are: [NH:1](C(OC(C)(C)C)=O)[C@H:2]([C:5]([OH:7])=[O:6])[CH2:3][NH2:4].[C:15]([N:25]1[CH2:30][CH2:29][N:28]([CH2:31][CH2:32][NH2:33])[CH2:27][CH2:26]1)([O:17][CH2:18][C:19]1[CH:24]=[CH:23][CH:22]=[CH:21][CH:20]=1)=[O:16].[C:34]([OH:40])([C:36]([F:39])([F:38])[F:37])=[O:35]. (10) Given the product [F:1][C:2]1[CH:3]=[CH:4][C:5]([C:8]2[N:9]=[C:10]3[N:14]([CH:15]=2)[C:13]([CH3:16])=[C:12]([C:17]#[N:19])[S:11]3)=[CH:6][CH:7]=1, predict the reactants needed to synthesize it. The reactants are: [F:1][C:2]1[CH:7]=[CH:6][C:5]([C:8]2[N:9]=[C:10]3[N:14]([CH:15]=2)[C:13]([CH3:16])=[C:12]([C:17]([NH2:19])=O)[S:11]3)=[CH:4][CH:3]=1.C(N(CC)CC)C.FC(F)(F)S(OS(C(F)(F)F)(=O)=O)(=O)=O.